This data is from Reaction yield outcomes from USPTO patents with 853,638 reactions. The task is: Predict the reaction yield, written as a fraction of the theoretical maximum amount of product (1.0 means a 100% yield; for example, 0.34 means a 34% yield). (1) The reactants are [Cl:1][C:2]1[N:3]=[C:4]([NH:16][C:17]2[C:18]([CH3:26])=[N:19][C:20]([O:24][CH3:25])=[C:21]([CH3:23])[CH:22]=2)[C:5](=[O:15])[N:6]([CH2:8][C@H:9]([CH:12]2[CH2:14][CH2:13]2)[O:10]C)[CH:7]=1.B(Br)(Br)Br. The catalyst is C(Cl)Cl. The product is [Cl:1][C:2]1[N:3]=[C:4]([NH:16][C:17]2[C:18]([CH3:26])=[N:19][C:20]([O:24][CH3:25])=[C:21]([CH3:23])[CH:22]=2)[C:5](=[O:15])[N:6]([CH2:8][C@H:9]([CH:12]2[CH2:14][CH2:13]2)[OH:10])[CH:7]=1. The yield is 0.940. (2) The reactants are [CH:1]1([O:6][C:7](=[O:23])[C@@H:8]([NH:15]C(OC(C)(C)C)=O)[CH:9]2[CH2:14][CH2:13][CH2:12][CH2:11][CH2:10]2)[CH2:5][CH2:4][CH2:3][CH2:2]1. The catalyst is C(O)(C(F)(F)F)=O.C(Cl)Cl.C(Cl)Cl. The product is [CH:1]1([O:6][C:7](=[O:23])[C@@H:8]([NH2:15])[CH:9]2[CH2:10][CH2:11][CH2:12][CH2:13][CH2:14]2)[CH2:5][CH2:4][CH2:3][CH2:2]1. The yield is 0.780. (3) The catalyst is [H+].[B-](F)(F)(F)F.O. The yield is 0.890. The reactants are [CH2:1]([O:3][C:4]([C@@H:6]1[N:10]([CH3:11])[C:9](=[O:12])[CH2:8][C@@H:7]1[C:13]1[CH:18]=[CH:17][C:16](N)=[CH:15][CH:14]=1)=[O:5])[CH3:2].N([O-])=[O:21].[Na+].OS(O)(=O)=O. The product is [CH2:1]([O:3][C:4]([C@@H:6]1[N:10]([CH3:11])[C:9](=[O:12])[CH2:8][C@@H:7]1[C:13]1[CH:18]=[CH:17][C:16]([OH:21])=[CH:15][CH:14]=1)=[O:5])[CH3:2]. (4) The reactants are O.Cl.[C:3]12([CH2:13][CH2:14][NH:15][C:16]3[CH:21]=[CH:20][C:19]([N+:22]([O-])=O)=[CH:18][C:17]=3[F:25])[CH2:12][CH:7]3[CH2:8][CH:9]([CH2:11][CH:5]([CH2:6]3)[CH2:4]1)[CH2:10]2. The catalyst is CO.[Fe]. The product is [C:3]12([CH2:13][CH2:14][NH:15][C:16]3[CH:21]=[CH:20][C:19]([NH2:22])=[CH:18][C:17]=3[F:25])[CH2:4][CH:5]3[CH2:11][CH:9]([CH2:8][CH:7]([CH2:6]3)[CH2:12]1)[CH2:10]2. The yield is 0.840.